This data is from Catalyst prediction with 721,799 reactions and 888 catalyst types from USPTO. The task is: Predict which catalyst facilitates the given reaction. Product: [C:16]([O:15][C@@H:8]1[C@H:7]([O:19][CH2:20][C:21]2[CH:26]=[CH:25][CH:24]=[CH:23][CH:22]=2)[C@@:6]([CH2:5][O:4][C:1](=[O:3])[CH3:2])([CH2:27][O:28][CH2:29][C:30]2[CH:35]=[CH:34][CH:33]=[CH:32][CH:31]=2)[O:14][C@H:9]1[N:49]1[CH:48]=[N:47][C:46]2[C:50]1=[N:51][CH:52]=[N:53][C:45]=2[NH:44][C:36](=[O:43])[C:37]1[CH:42]=[CH:41][CH:40]=[CH:39][CH:38]=1)(=[O:18])[CH3:17]. The catalyst class is: 4. Reactant: [C:1]([O:4][CH2:5][C@:6]1([CH2:27][O:28][CH2:29][C:30]2[CH:35]=[CH:34][CH:33]=[CH:32][CH:31]=2)[O:14][CH:9](OC(=O)C)[C@H:8]([O:15][C:16](=[O:18])[CH3:17])[C@@H:7]1[O:19][CH2:20][C:21]1[CH:26]=[CH:25][CH:24]=[CH:23][CH:22]=1)(=[O:3])[CH3:2].[C:36]([NH:44][C:45]1[N:53]=[CH:52][N:51]=[C:50]2[C:46]=1[NH:47][CH:48]=[N:49]2)(=[O:43])[C:37]1[CH:42]=[CH:41][CH:40]=[CH:39][CH:38]=1.C/C(/O[Si](C)(C)C)=N\[Si](C)(C)C.O([Si](C)(C)C)S(C(F)(F)F)(=O)=O.